Dataset: Full USPTO retrosynthesis dataset with 1.9M reactions from patents (1976-2016). Task: Predict the reactants needed to synthesize the given product. (1) The reactants are: [CH:1]([C:3]1[CH:4]=[N:5][CH:6]=[CH:7][C:8]=1[C:9]1[CH:10]=[C:11]([CH:14]=[CH:15][CH:16]=1)[C:12]#[N:13])=[O:2].[CH3:17][Mg]Br. Given the product [OH:2][CH:1]([C:3]1[CH:4]=[N:5][CH:6]=[CH:7][C:8]=1[C:9]1[CH:10]=[C:11]([CH:14]=[CH:15][CH:16]=1)[C:12]#[N:13])[CH3:17], predict the reactants needed to synthesize it. (2) The reactants are: [Cl:1][C:2]1[CH:7]=[C:6]([Cl:8])[CH:5]=[CH:4][C:3]=1[NH:9][NH2:10].C([O:13][C:14](=[O:28])[C:15](=O)[CH:16]([CH3:26])[C:17]([C:19]1[CH:24]=[CH:23][C:22]([Cl:25])=[CH:21][CH:20]=1)=O)C.[OH-].[Na+].O. Given the product [Cl:25][C:22]1[CH:21]=[CH:20][C:19]([C:17]2[N:9]([C:3]3[CH:4]=[CH:5][C:6]([Cl:8])=[CH:7][C:2]=3[Cl:1])[N:10]=[C:15]([C:14]([OH:28])=[O:13])[C:16]=2[CH3:26])=[CH:24][CH:23]=1, predict the reactants needed to synthesize it.